Task: Predict the reactants needed to synthesize the given product.. Dataset: Full USPTO retrosynthesis dataset with 1.9M reactions from patents (1976-2016) (1) Given the product [CH3:26][C:21]1[CH:22]=[CH:23][CH:24]=[CH:25][C:20]=1[C:17]1[O:16][C:15]([NH:14][C:11]2[CH:10]=[CH:9][CH:8]=[C:7]3[C:12]=2[CH2:13][C:4](=[O:3])[CH2:5][CH2:6]3)=[N:19][CH:18]=1, predict the reactants needed to synthesize it. The reactants are: C([O:3][C:4]1[CH2:13][C:12]2[C:11]([NH:14][C:15]3[O:16][C:17]([C:20]4[CH:25]=[CH:24][CH:23]=[CH:22][C:21]=4[CH3:26])=[CH:18][N:19]=3)=[CH:10][CH:9]=[CH:8][C:7]=2[CH2:6][CH:5]=1)C.C(OC1CC2C(NC3OC(C4C=CC(C(F)(F)F)=CC=4)=CN=3)=CC=CC=2CC=1)C. (2) Given the product [CH2:26]([C@H:21]([NH:20][C:18](=[O:19])[O:17][C:13]([CH3:14])([CH3:15])[CH3:16])[C:22](=[O:24])[CH:34]([Br:35])[Br:33])[C:27]1[CH:32]=[CH:31][CH:30]=[CH:29][CH:28]=1, predict the reactants needed to synthesize it. The reactants are: C(NC(C)C)(C)C.C([Li])CCC.[C:13]([O:17][C:18]([NH:20][C@@H:21]([CH2:26][C:27]1[CH:32]=[CH:31][CH:30]=[CH:29][CH:28]=1)[C:22]([O:24]C)=O)=[O:19])([CH3:16])([CH3:15])[CH3:14].[Br:33][CH2:34][Br:35].Cl. (3) Given the product [CH3:1][O:2][CH2:3][CH2:4][N:5]1[CH2:6][CH2:7][N:8]([C:11]2[N:16]=[CH:15][N:14]=[C:13]([NH:17][C:21]3[S:22][C:23]([C:26]#[N:27])=[CH:24][N:25]=3)[CH:12]=2)[CH2:9][CH2:10]1, predict the reactants needed to synthesize it. The reactants are: [CH3:1][O:2][CH2:3][CH2:4][N:5]1[CH2:10][CH2:9][N:8]([C:11]2[N:16]=[CH:15][N:14]=[C:13]([NH2:17])[CH:12]=2)[CH2:7][CH2:6]1.[H-].[Na+].Cl[C:21]1[S:22][C:23]([C:26]#[N:27])=[CH:24][N:25]=1. (4) Given the product [Cl:34][C:30]1[C:31]([F:33])=[CH:32][C:10]2[N:9]=[C:8]([CH:1]([CH:2]3[CH2:7][CH2:6][CH2:5][CH2:4][CH2:3]3)[O:42][CH3:41])[N:12]([CH:13]([C:23]3[CH:24]=[CH:25][CH:26]=[C:27]([Cl:43])[CH:28]=3)[C:14]([NH:16][CH:17]3[CH2:18][CH2:19][CH2:21][CH2:22]3)=[O:15])[C:11]=2[CH:29]=1, predict the reactants needed to synthesize it. The reactants are: [CH2:1]([C:8]1[N:12]([CH:13]([CH:23]2[CH2:28][CH2:27][CH2:26][CH2:25][CH2:24]2)[C:14]([NH:16][CH:17]2[CH2:22][CH2:21]C[CH2:19][CH2:18]2)=[O:15])[C:11]2[CH:29]=[C:30]([Cl:34])[C:31]([F:33])=[CH:32][C:10]=2[N:9]=1)[C:2]1[CH:7]=[CH:6][CH:5]=[CH:4][CH:3]=1.C1([CH:41]=[O:42])CCCCC1.[Cl:43]C1C=C(C=CC=1)C=O.ClC1C=C(CC(O)=O)C=CC=1.C1(C(OC)C(O)=O)CCCCC1.C1([N+]#[C-])CCCCC1.C1([N+]#[C-])CCCC1. (5) Given the product [C:49]([NH:48][C@:41]1([CH2:44][CH:45]([CH3:46])[CH3:47])[CH2:42][CH2:43][N:39]([C@@H:30]([CH2:31][CH2:32][C:33]2[CH:34]=[CH:35][CH:36]=[CH:37][CH:38]=2)[C:29]([NH:28][C@@H:18]([CH2:19][C:20]2[CH:21]=[C:22]([F:27])[CH:23]=[C:24]([F:26])[CH:25]=2)[C@H:17]([OH:54])[C@H:9]2[CH2:10][C@@H:11]([O:13][CH2:14][CH2:15][CH3:16])[CH2:12][NH:8]2)=[O:53])[C:40]1=[O:52])(=[O:51])[CH3:50], predict the reactants needed to synthesize it. The reactants are: COC1C=CC(C[N:8]2[CH2:12][C@H:11]([O:13][CH2:14][CH:15]=[CH2:16])[CH2:10][C@@H:9]2[C@@H:17]([OH:54])[C@@H:18]([NH:28][C:29](=[O:53])[C@@H:30]([N:39]2[CH2:43][CH2:42][C@:41]([NH:48][C:49](=[O:51])[CH3:50])([CH2:44][CH:45]([CH3:47])[CH3:46])[C:40]2=[O:52])[CH2:31][CH2:32][C:33]2[CH:38]=[CH:37][CH:36]=[CH:35][CH:34]=2)[CH2:19][C:20]2[CH:25]=[C:24]([F:26])[CH:23]=[C:22]([F:27])[CH:21]=2)=CC=1. (6) Given the product [Cl:1][C:2]1[C:3]([F:27])=[C:4]([C:20]([C:23]([F:25])([F:26])[F:24])=[CH:21][CH:22]=1)[C:5]([NH:7][C:8]1[S:16][C:11]2[CH2:12][O:13][CH:14]([CH3:15])[C:10]=2[C:9]=1[C:17]([N:32]1[CH2:33][C:30]([F:34])([F:29])[CH2:31]1)=[O:18])=[O:6], predict the reactants needed to synthesize it. The reactants are: [Cl:1][C:2]1[C:3]([F:27])=[C:4]([C:20]([C:23]([F:26])([F:25])[F:24])=[CH:21][CH:22]=1)[C:5]([NH:7][C:8]1[S:16][C:11]2[CH2:12][O:13][CH:14]([CH3:15])[C:10]=2[C:9]=1[C:17](O)=[O:18])=[O:6].Cl.[F:29][C:30]1([F:34])[CH2:33][NH:32][CH2:31]1.